This data is from Peptide-MHC class I binding affinity with 185,985 pairs from IEDB/IMGT. The task is: Regression. Given a peptide amino acid sequence and an MHC pseudo amino acid sequence, predict their binding affinity value. This is MHC class I binding data. (1) The peptide sequence is VLLRFRTYM. The MHC is H-2-Db with pseudo-sequence H-2-Db. The binding affinity (normalized) is 0.684. (2) The peptide sequence is IRHENRMVL. The MHC is HLA-A02:01 with pseudo-sequence HLA-A02:01. The binding affinity (normalized) is 0.0847. (3) The peptide sequence is IPSSWAFGK. The MHC is HLA-A02:02 with pseudo-sequence HLA-A02:02. The binding affinity (normalized) is 0. (4) The peptide sequence is TVADIWHAM. The MHC is HLA-B15:01 with pseudo-sequence HLA-B15:01. The binding affinity (normalized) is 0.633. (5) The peptide sequence is SMTSDSKSI. The MHC is HLA-A02:03 with pseudo-sequence HLA-A02:03. The binding affinity (normalized) is 0.284. (6) The peptide sequence is IYQYYYAL. The MHC is HLA-A02:01 with pseudo-sequence HLA-A02:01. The binding affinity (normalized) is 0.182. (7) The peptide sequence is GLIEEMASA. The MHC is HLA-A01:01 with pseudo-sequence HLA-A01:01. The binding affinity (normalized) is 0.0847. (8) The peptide sequence is YDAHHRFIL. The MHC is HLA-B15:09 with pseudo-sequence HLA-B15:09. The binding affinity (normalized) is 0.0847. (9) The peptide sequence is WMFRIRIIL. The MHC is HLA-B51:01 with pseudo-sequence HLA-B51:01. The binding affinity (normalized) is 0.0847.